From a dataset of Forward reaction prediction with 1.9M reactions from USPTO patents (1976-2016). Predict the product of the given reaction. (1) Given the reactants CC(C)([O-])C.[Na+].CC1(C)C2C(=C(P(C3C=CC=CC=3)C3C=CC=CC=3)C=CC=2)OC2C(P(C3C=CC=CC=3)C3C=CC=CC=3)=CC=CC1=2.Br[C:50]1[CH:51]=[C:52]2[C:58]([C:59]([F:71])([F:70])[C:60]3[CH:61]=[C:62]4[C:67](=[CH:68][CH:69]=3)[N:66]=[CH:65][CH:64]=[CH:63]4)=[N:57][O:56][C:53]2=[N:54][CH:55]=1.[CH:72]1([NH2:76])[CH2:75][CH2:74][CH2:73]1, predict the reaction product. The product is: [CH:72]1([NH:76][C:50]2[CH:51]=[C:52]3[C:58]([C:59]([F:71])([F:70])[C:60]4[CH:61]=[C:62]5[C:67](=[CH:68][CH:69]=4)[N:66]=[CH:65][CH:64]=[CH:63]5)=[N:57][O:56][C:53]3=[N:54][CH:55]=2)[CH2:75][CH2:74][CH2:73]1. (2) Given the reactants [NH2:1][C:2]1[C:11]([C:12]#[N:13])=[C:10](Cl)[C:9]2[C:4](=[CH:5][CH:6]=[C:7]([N:15]3[CH2:20][CH:19]([CH3:21])[O:18][CH:17]([CH3:22])[CH2:16]3)[CH:8]=2)[N:3]=1.[CH2:23]([NH2:30])[C:24]1[CH:29]=[CH:28][CH:27]=[CH:26][CH:25]=1, predict the reaction product. The product is: [NH2:1][C:2]1[C:11]([C:12]#[N:13])=[C:10]([NH:30][CH2:23][C:24]2[CH:29]=[CH:28][CH:27]=[CH:26][CH:25]=2)[C:9]2[C:4](=[CH:5][CH:6]=[C:7]([N:15]3[CH2:20][CH:19]([CH3:21])[O:18][CH:17]([CH3:22])[CH2:16]3)[CH:8]=2)[N:3]=1.